From a dataset of NCI-60 drug combinations with 297,098 pairs across 59 cell lines. Regression. Given two drug SMILES strings and cell line genomic features, predict the synergy score measuring deviation from expected non-interaction effect. (1) Cell line: COLO 205. Drug 2: CS(=O)(=O)OCCCCOS(=O)(=O)C. Drug 1: CC1=C2C(C(=O)C3(C(CC4C(C3C(C(C2(C)C)(CC1OC(=O)C(C(C5=CC=CC=C5)NC(=O)OC(C)(C)C)O)O)OC(=O)C6=CC=CC=C6)(CO4)OC(=O)C)OC)C)OC. Synergy scores: CSS=62.5, Synergy_ZIP=1.32, Synergy_Bliss=1.23, Synergy_Loewe=-10.4, Synergy_HSA=2.65. (2) Drug 1: C1=C(C(=O)NC(=O)N1)F. Drug 2: CC1=C2C(C(=O)C3(C(CC4C(C3C(C(C2(C)C)(CC1OC(=O)C(C(C5=CC=CC=C5)NC(=O)OC(C)(C)C)O)O)OC(=O)C6=CC=CC=C6)(CO4)OC(=O)C)O)C)O. Cell line: A498. Synergy scores: CSS=45.5, Synergy_ZIP=-11.1, Synergy_Bliss=-15.9, Synergy_Loewe=-9.83, Synergy_HSA=-9.28. (3) Synergy scores: CSS=81.9, Synergy_ZIP=0.171, Synergy_Bliss=0.773, Synergy_Loewe=1.24, Synergy_HSA=3.81. Drug 2: N.N.Cl[Pt+2]Cl. Drug 1: C1C(C(OC1N2C=NC3=C(N=C(N=C32)Cl)N)CO)O. Cell line: SR. (4) Drug 1: CCC1=CC2CC(C3=C(CN(C2)C1)C4=CC=CC=C4N3)(C5=C(C=C6C(=C5)C78CCN9C7C(C=CC9)(C(C(C8N6C)(C(=O)OC)O)OC(=O)C)CC)OC)C(=O)OC.C(C(C(=O)O)O)(C(=O)O)O. Drug 2: C#CCC(CC1=CN=C2C(=N1)C(=NC(=N2)N)N)C3=CC=C(C=C3)C(=O)NC(CCC(=O)O)C(=O)O. Cell line: NCI-H460. Synergy scores: CSS=37.0, Synergy_ZIP=-0.467, Synergy_Bliss=-1.05, Synergy_Loewe=-0.0281, Synergy_HSA=-0.723.